From a dataset of Forward reaction prediction with 1.9M reactions from USPTO patents (1976-2016). Predict the product of the given reaction. (1) The product is: [NH:16]1[CH:17]=[C:13]([C:11]2[CH:10]=[CH:9][C:7]([NH2:8])=[C:6]([O:5][CH2:4][CH2:3][N:2]3[CH2:18][CH2:21][CH2:20][CH2:1]3)[CH:12]=2)[CH:14]=[N:15]1. Given the reactants [CH3:1][N:2]([CH3:18])[CH2:3][CH2:4][O:5][C:6]1[CH:12]=[C:11]([C:13]2[CH:14]=[N:15][NH:16][CH:17]=2)[CH:10]=[CH:9][C:7]=1[NH2:8].N1(CCO)CC[CH2:21][CH2:20]1, predict the reaction product. (2) Given the reactants [CH:1](=O)[C:2]1[CH:7]=[CH:6][CH:5]=[CH:4][CH:3]=1.[CH2:9]1[S:15][C:13](=[O:14])[NH:12][C:10]1=[O:11], predict the reaction product. The product is: [CH:1](=[C:9]1[S:15][C:13](=[O:14])[NH:12][C:10]1=[O:11])[C:2]1[CH:7]=[CH:6][CH:5]=[CH:4][CH:3]=1. (3) Given the reactants [N:1]([CH2:4][CH2:5][OH:6])=[N+:2]=[N-:3].[H-].[Na+].[CH2:9]([O:11][C:12](=[O:18])[CH2:13][C:14]([CH2:16]Cl)=[O:15])[CH3:10].Cl, predict the reaction product. The product is: [CH2:9]([O:11][C:12](=[O:18])[CH2:13][C:14](=[O:15])[CH2:16][O:6][CH2:5][CH2:4][N:1]=[N+:2]=[N-:3])[CH3:10]. (4) Given the reactants [C:1](Cl)(Cl)=[S:2].[NH2:5][C:6]1[CH:10]=[CH:9][S:8][C:7]=1[C:11]([O-:13])=[O:12].[CH2:14](N(CC)CC)C.O, predict the reaction product. The product is: [N:5]([C:6]1[CH:10]=[CH:9][S:8][C:7]=1[C:11]([O:13][CH3:14])=[O:12])=[C:1]=[S:2]. (5) Given the reactants [NH2:1][C@H:2]([CH2:22][C:23]1[CH:28]=[CH:27][C:26]([Cl:29])=[CH:25][CH:24]=1)[C:3]([N:5]1[CH2:10][CH2:9][CH:8]([C:11]2[CH:16]=[CH:15][CH:14]=[CH:13][C:12]=2[NH:17][S:18]([CH3:21])(=[O:20])=[O:19])[CH2:7][CH2:6]1)=[O:4].CCN(C(C)C)C(C)C.[N:39]1([C:47]([O:49][C:50]([CH3:53])([CH3:52])[CH3:51])=[O:48])[CH2:46][CH2:45][CH2:44][C@H:40]1[C:41](O)=[O:42].C1C=NC2N(O)N=NC=2C=1.C(Cl)CCl, predict the reaction product. The product is: [Cl:29][C:26]1[CH:25]=[CH:24][C:23]([CH2:22][C@@H:2]([NH:1][C:41]([C@@H:40]2[CH2:44][CH2:45][CH2:46][N:39]2[C:47]([O:49][C:50]([CH3:53])([CH3:52])[CH3:51])=[O:48])=[O:42])[C:3]([N:5]2[CH2:10][CH2:9][CH:8]([C:11]3[CH:16]=[CH:15][CH:14]=[CH:13][C:12]=3[NH:17][S:18]([CH3:21])(=[O:19])=[O:20])[CH2:7][CH2:6]2)=[O:4])=[CH:28][CH:27]=1. (6) Given the reactants [CH3:1][N:2]([CH3:39])[C:3]1[CH:38]=[CH:37][C:6]([C:7]([NH:9][C:10]2([C:16]([NH:18][CH:19]3[CH2:24][CH2:23][N:22]([C:25]4[CH:30]=[CH:29][C:28]([F:31])=[CH:27][C:26]=4[S:32]([CH3:35])(=[O:34])=[O:33])[CH2:21][C:20]3=[O:36])=[O:17])[CH2:15][CH2:14][CH2:13][CH2:12][CH2:11]2)=[O:8])=[CH:5][CH:4]=1.[ClH:40].C(OCC)(=O)C, predict the reaction product. The product is: [ClH:40].[CH3:1][N:2]([CH3:39])[C:3]1[CH:4]=[CH:5][C:6]([C:7]([NH:9][C:10]2([C:16]([NH:18][CH:19]3[CH2:24][CH2:23][N:22]([C:25]4[CH:30]=[CH:29][C:28]([F:31])=[CH:27][C:26]=4[S:32]([CH3:35])(=[O:33])=[O:34])[CH2:21][C:20]3=[O:36])=[O:17])[CH2:15][CH2:14][CH2:13][CH2:12][CH2:11]2)=[O:8])=[CH:37][CH:38]=1.